From a dataset of Forward reaction prediction with 1.9M reactions from USPTO patents (1976-2016). Predict the product of the given reaction. (1) Given the reactants [CH3:1][O:2][C@@:3]1([C:11]#[C:12][C:13]([C:20]2[S:21][CH:22]=[CH:23][CH:24]=2)([C:15]2[S:16][CH:17]=[CH:18][CH:19]=2)[OH:14])[CH:8]2[CH2:9][CH2:10][N:5]([CH2:6][CH2:7]2)[CH2:4]1.B.[H-].[Na+].Br[CH2:29][C:30]([O:32][CH3:33])=[O:31], predict the reaction product. The product is: [CH3:1][O:2][C@@:3]1([C:11]#[C:12][C:13]([O:14][CH2:29][C:30]([O:32][CH3:33])=[O:31])([C:15]2[S:16][CH:17]=[CH:18][CH:19]=2)[C:20]2[S:21][CH:22]=[CH:23][CH:24]=2)[CH:8]2[CH2:9][CH2:10][N:5]([CH2:6][CH2:7]2)[CH2:4]1. (2) Given the reactants C1(C[O:5][C:6](=[O:34])[CH:7]([C:12]2[CH:17]=[C:16]([O:18][CH2:19][CH:20]3[CH2:22][CH2:21]3)[C:15]([C:23]3[CH:28]=[CH:27][C:26]([C:29]([F:32])([F:31])[F:30])=[CH:25][CH:24]=3)=[C:14]([Cl:33])[CH:13]=2)[CH2:8][CH:9]([CH3:11])[CH3:10])CC1.[OH-].[K+], predict the reaction product. The product is: [Cl:33][C:14]1[CH:13]=[C:12]([CH:7]([CH2:8][CH:9]([CH3:11])[CH3:10])[C:6]([OH:34])=[O:5])[CH:17]=[C:16]([O:18][CH2:19][CH:20]2[CH2:22][CH2:21]2)[C:15]=1[C:23]1[CH:28]=[CH:27][C:26]([C:29]([F:30])([F:31])[F:32])=[CH:25][CH:24]=1. (3) Given the reactants Br[C:2]1[CH:25]=[CH:24][C:5]2[C:6]3[N:7]=[C:8]([C:14]4[N:15]([CH2:19][C:20]([F:23])([F:22])[F:21])[N:16]=[CH:17][N:18]=4)[S:9][C:10]=3[CH2:11][CH2:12][O:13][C:4]=2[CH:3]=1.[C:26]([C:29]1[CH:30]=[C:31](B(O)O)[CH:32]=[CH:33][CH:34]=1)([OH:28])=[O:27], predict the reaction product. The product is: [F:21][C:20]([F:23])([F:22])[CH2:19][N:15]1[C:14]([C:8]2[S:9][C:10]3[CH2:11][CH2:12][O:13][C:4]4[CH:3]=[C:2]([C:33]5[CH:34]=[C:29]([CH:30]=[CH:31][CH:32]=5)[C:26]([OH:28])=[O:27])[CH:25]=[CH:24][C:5]=4[C:6]=3[N:7]=2)=[N:18][CH:17]=[N:16]1. (4) The product is: [CH2:1]([N:3]([CH2:27][C:28]1[CH:29]=[CH:30][C:31]([F:34])=[CH:32][CH:33]=1)[C:4](=[O:26])[CH2:5][O:6][C:7]1[CH:8]=[CH:9][C:10]([CH2:13][CH2:14][O:15][C:16]2[CH:25]=[CH:24][CH:23]=[CH:22][C:17]=2[C:18]([OH:20])=[O:19])=[CH:11][CH:12]=1)[CH3:2]. Given the reactants [CH2:1]([N:3]([CH2:27][C:28]1[CH:33]=[CH:32][C:31]([F:34])=[CH:30][CH:29]=1)[C:4](=[O:26])[CH2:5][O:6][C:7]1[CH:12]=[CH:11][C:10]([CH2:13][CH2:14][O:15][C:16]2[CH:25]=[CH:24][CH:23]=[CH:22][C:17]=2[C:18]([O:20]C)=[O:19])=[CH:9][CH:8]=1)[CH3:2].O.[OH-].[Li+], predict the reaction product. (5) Given the reactants Cl[C:2]1[NH:7][C:6]2=[N:8][CH:9]=[CH:10][C:5]2=[C:4]([NH:11][CH3:12])[N:3]=1.[NH2:13][C:14]1[CH:25]=[CH:24][C:17]([C:18]([NH:20][CH2:21][CH2:22][CH3:23])=[O:19])=[CH:16][CH:15]=1.C1(P(C2CCCCC2)C2C=CC=CC=2C2C(C(C)C)=CC(C(C)C)=CC=2C(C)C)CCCCC1.C(=O)([O-])[O-].[K+].[K+], predict the reaction product. The product is: [CH3:12][NH:11][C:4]1[N:3]=[C:2]([NH:13][C:14]2[CH:15]=[CH:16][C:17]([C:18]([NH:20][CH2:21][CH2:22][CH3:23])=[O:19])=[CH:24][CH:25]=2)[NH:7][C:6]2=[N:8][CH:9]=[CH:10][C:5]=12. (6) Given the reactants [I:1][C:2]1[CH:3]=[N:4][N:5]([CH:7]([CH3:9])[CH3:8])[CH:6]=1.[Li+].CC([N-]C(C)C)C.[F:18]N(S(C1C=CC=CC=1)(=O)=O)S(C1C=CC=CC=1)(=O)=O.[NH4+].[Cl-], predict the reaction product. The product is: [F:18][C:6]1[N:5]([CH:7]([CH3:9])[CH3:8])[N:4]=[CH:3][C:2]=1[I:1].